Dataset: Full USPTO retrosynthesis dataset with 1.9M reactions from patents (1976-2016). Task: Predict the reactants needed to synthesize the given product. (1) Given the product [OH:14][C@H:13]([C:12]1[CH:16]=[CH:17][CH:18]=[CH:31][CH:11]=1)[CH2:2][NH:1][C:22](=[O:23])[C@H:27]([CH3:26])[CH2:28][CH:29]=[CH2:30], predict the reactants needed to synthesize it. The reactants are: [NH2:1][C:2]1C=CC=CC=1[C@H](O)C.[CH3:11][C@H:12]([CH2:16][CH:17]=[CH2:18])[C:13](O)=[O:14].CCO[C:22](C)=[O:23].C[CH2:26][CH2:27][CH2:28][CH2:29][CH3:30].[CH2:31](Cl)Cl. (2) Given the product [CH3:22][O:23][C:24]1[N:29]=[CH:28][C:27]([C:2]2[CH:3]=[C:4]3[C:9](=[CH:10][CH:11]=2)[N:8]=[CH:7][N:6]=[C:5]3[C:12]2[CH:13]=[CH:14][C:15]([CH3:21])=[C:16]([CH:20]=2)[C:17]([OH:19])=[O:18])=[CH:26][CH:25]=1, predict the reactants needed to synthesize it. The reactants are: Br[C:2]1[CH:3]=[C:4]2[C:9](=[CH:10][CH:11]=1)[N:8]=[CH:7][N:6]=[C:5]2[C:12]1[CH:13]=[CH:14][C:15]([CH3:21])=[C:16]([CH:20]=1)[C:17]([OH:19])=[O:18].[CH3:22][O:23][C:24]1[N:29]=[CH:28][C:27](B(O)O)=[CH:26][CH:25]=1.[O-]P([O-])([O-])=O.[K+].[K+].[K+]. (3) The reactants are: [H-].[Na+].[O:3]=[C:4]1[CH2:10][C:9](=[O:11])[CH:8]2[CH2:12][CH:5]1[CH2:6][CH2:7]2.[F:13][C:14]1[CH:19]=[CH:18][C:17]([N:20]=[C:21]=[O:22])=[CH:16][C:15]=1[C:23]([F:26])([F:25])[F:24]. Given the product [F:13][C:14]1[CH:19]=[CH:18][C:17]([NH:20][C:21]([CH:10]2[C:4](=[O:3])[CH:5]3[CH2:12][CH:8]([CH2:7][CH2:6]3)[C:9]2=[O:11])=[O:22])=[CH:16][C:15]=1[C:23]([F:24])([F:25])[F:26], predict the reactants needed to synthesize it.